From a dataset of Peptide-MHC class II binding affinity with 134,281 pairs from IEDB. Regression. Given a peptide amino acid sequence and an MHC pseudo amino acid sequence, predict their binding affinity value. This is MHC class II binding data. (1) The peptide sequence is KGTSYKICTDKMFFV. The MHC is DRB1_0405 with pseudo-sequence DRB1_0405. The binding affinity (normalized) is 0.123. (2) The peptide sequence is TFKPFAEYKSDYVYE. The MHC is DRB1_1101 with pseudo-sequence DRB1_1101. The binding affinity (normalized) is 0.229.